From a dataset of Forward reaction prediction with 1.9M reactions from USPTO patents (1976-2016). Predict the product of the given reaction. (1) Given the reactants C(O[BH-](OC(=O)C)OC(=O)C)(=O)C.[Na+].[CH2:15]([N:22]([CH3:39])[CH2:23][CH2:24][C:25]1[CH:38]=[CH:37][C:28]([O:29][C:30]2[CH:35]=[CH:34][C:33]([OH:36])=[CH:32][CH:31]=2)=[CH:27][CH:26]=1)[C:16]1[CH:21]=[CH:20][CH:19]=[CH:18][CH:17]=1.CNCCC1C=CC(OC2C=CC(O)=CC=2)=CC=1.C(=O)C1C=CC=CC=1.C(O)(=O)C, predict the reaction product. The product is: [CH2:15]([N:22]([CH3:39])[CH2:23][CH2:24][C:25]1[CH:26]=[CH:27][C:28]([O:29][C:30]2[CH:31]=[CH:32][C:33]([OH:36])=[CH:34][CH:35]=2)=[CH:37][CH:38]=1)[C:16]1[CH:17]=[CH:18][CH:19]=[CH:20][CH:21]=1. (2) The product is: [F:11][C:12]([F:24])([F:25])[C:13]1[CH:14]=[C:15]([CH:18]=[CH:19][C:20]=1[N+:21]([O-:23])=[O:22])[CH:16]=[O:17]. Given the reactants C(Cl)(=O)C(Cl)=O.CS(C)=O.[F:11][C:12]([F:25])([F:24])[C:13]1[CH:14]=[C:15]([CH:18]=[CH:19][C:20]=1[N+:21]([O-:23])=[O:22])[CH2:16][OH:17].C(N(CC)CC)C, predict the reaction product. (3) Given the reactants [CH3:1][CH2:2][O:3][C:4]([CH:6](P(OCC)(OCC)=O)[CH3:7])=[O:5].C([Li])CCC.CCCCCC.[C:27]1([C@H:33]2[CH2:35]O2)[CH:32]=[CH:31][CH:30]=[CH:29][CH:28]=1.[NH4+].[Cl-], predict the reaction product. The product is: [CH2:2]([O:3][C:4]([C@:6]1([CH3:7])[CH2:35][C@H:33]1[C:27]1[CH:32]=[CH:31][CH:30]=[CH:29][CH:28]=1)=[O:5])[CH3:1]. (4) Given the reactants [Br:1][C:2]1[CH:20]=[CH:19][C:5]([C:6]([NH:8][C:9]2[CH:10]=[CH:11][CH:12]=[C:13]3[C:18]=2[N:17]=[CH:16][CH:15]=[CH:14]3)=[O:7])=[CH:4][CH:3]=1.C(O)(=O)[C:22]([CH3:25])(C)C.C(=O)([O-])[O-].[K+].[K+].[CH2:34](I)[CH3:35], predict the reaction product. The product is: [Br:1][C:2]1[CH:20]=[C:19]([CH2:34][CH3:35])[C:5]([C:6]([NH:8][C:9]2[CH:10]=[CH:11][CH:12]=[C:13]3[C:18]=2[N:17]=[CH:16][CH:15]=[CH:14]3)=[O:7])=[C:4]([CH2:22][CH3:25])[CH:3]=1.